Regression. Given a peptide amino acid sequence and an MHC pseudo amino acid sequence, predict their binding affinity value. This is MHC class I binding data. From a dataset of Peptide-MHC class I binding affinity with 185,985 pairs from IEDB/IMGT. The peptide sequence is SRLKPSSFK. The MHC is HLA-B27:05 with pseudo-sequence HLA-B27:05. The binding affinity (normalized) is 0.520.